Dataset: Reaction yield outcomes from USPTO patents with 853,638 reactions. Task: Predict the reaction yield, written as a fraction of the theoretical maximum amount of product (1.0 means a 100% yield; for example, 0.34 means a 34% yield). (1) The reactants are [C:1]([NH:4][CH:5]([C:11]([O:13]CC)=[O:12])[C:6](OCC)=O)(=[O:3])C.[Na].BrC[CH2:19][CH2:20][CH2:21][CH2:22][CH2:23][CH2:24][CH2:25][CH2:26][CH3:27].C(OC([O:30][C:31]([CH3:34])([CH3:33])[CH3:32])=O)([O:30][C:31]([CH3:34])([CH3:33])[CH3:32])=O.S([O-])(O)(=O)=O.[K+]. The catalyst is O.C(O)C. The product is [C:31]([O:30][C:1]([NH:4][CH:5]([CH2:6][CH2:27][CH2:26][CH2:25][CH2:24][CH2:23][CH2:22][CH2:21][CH2:20][CH3:19])[C:11]([OH:13])=[O:12])=[O:3])([CH3:34])([CH3:33])[CH3:32]. The yield is 0.820. (2) The reactants are [C:1]([C:5]1[C@@H:6]2[O:12][CH:9]([CH2:10][CH:11]=1)[CH2:8][CH2:7]2)([O:3][CH3:4])=[O:2].C12(C)C(C)(C)C(CC1)[C@@H](C([O-])=[O:23])C2.CO.[OH-].[Li+].Cl. The catalyst is C1COCC1.CCOCC.O. The product is [C:1]([CH:5]1[C:11](=[O:23])[CH2:10][CH:9]2[O:12][C@@H:6]1[CH2:7][CH2:8]2)([O:3][CH3:4])=[O:2]. The yield is 0.940. (3) The reactants are [Br:1][C:2]1[C:3]([N:17]2[CH2:21][CH2:20][C@@H:19]([NH:22]C(=O)OC(C)(C)C)[CH2:18]2)=[C:4]2[C:10]([NH:11][C:12](=[O:16])[C@@H:13]([OH:15])[CH3:14])=[CH:9][NH:8][C:5]2=[N:6][CH:7]=1.C(O)(C(F)(F)F)=O.C(Cl)[Cl:38]. No catalyst specified. The product is [ClH:38].[NH2:22][C@@H:19]1[CH2:20][CH2:21][N:17]([C:3]2[C:2]([Br:1])=[CH:7][N:6]=[C:5]3[NH:8][CH:9]=[C:10]([NH:11][C:12](=[O:16])[C@@H:13]([OH:15])[CH3:14])[C:4]=23)[CH2:18]1. The yield is 0.580. (4) The reactants are [CH3:1][C:2]1[NH:6][N:5]=[CH:4][C:3]=1[C:7]1[CH:12]=[CH:11][CH:10]=[CH:9][CH:8]=1.[CH2:13](N1C=C(C2C=CC=CC=2)C(C)=N1)[CH2:14][C:15]#[CH:16]. No catalyst specified. The product is [CH2:16]([N:6]1[C:2]([CH3:1])=[C:3]([C:7]2[CH:8]=[CH:9][CH:10]=[CH:11][CH:12]=2)[CH:4]=[N:5]1)[CH2:15][C:14]#[CH:13]. The yield is 0.420.